Dataset: Forward reaction prediction with 1.9M reactions from USPTO patents (1976-2016). Task: Predict the product of the given reaction. (1) Given the reactants [I-:1].[Br:2][C:3]1[CH:4]=[C:5]2[C:9](=[CH:10][CH:11]=1)[N+:8]([CH2:12][CH2:13][CH2:14][CH2:15][CH2:16][C:17]([OH:19])=[O:18])=[C:7]([CH3:20])[C:6]2([CH3:22])[CH3:21].S(=O)(=O)(O)O.[CH2:28](O)[CH3:29], predict the reaction product. The product is: [I-:1].[Br:2][C:3]1[CH:4]=[C:5]2[C:9](=[CH:10][CH:11]=1)[N+:8]([CH2:12][CH2:13][CH2:14][CH2:15][CH2:16][C:17]([O:19][CH2:28][CH3:29])=[O:18])=[C:7]([CH3:20])[C:6]2([CH3:22])[CH3:21]. (2) Given the reactants C([O:9][C@H:10]([C:12]1[CH:20]=[CH:19][CH:18]=[C:17]2[C:13]=1[C:14]([F:23])([F:22])[C:15](=[O:21])[NH:16]2)[CH3:11])(=O)C1C=CC=CC=1.[OH-].[Na+].Cl, predict the reaction product. The product is: [F:23][C:14]1([F:22])[C:13]2[C:17](=[CH:18][CH:19]=[CH:20][C:12]=2[C@@H:10]([OH:9])[CH3:11])[NH:16][C:15]1=[O:21].